Dataset: Reaction yield outcomes from USPTO patents with 853,638 reactions. Task: Predict the reaction yield, written as a fraction of the theoretical maximum amount of product (1.0 means a 100% yield; for example, 0.34 means a 34% yield). (1) The reactants are C([O:3][C:4](=[O:26])[CH2:5][CH:6]1[O:10][B:9]([OH:11])[C:8]2[CH:12]=[C:13]([O:17][C:18]3[CH:23]=[N:22][CH:21]=[C:20]([C:24]#[N:25])[N:19]=3)[CH:14]=[C:15]([CH3:16])[C:7]1=2)C.Cl.[CH2:28]([NH2:32])[CH:29]([CH3:31])[CH3:30]. The catalyst is CO. The product is [OH:11][B:9]1[C:8]2[CH:12]=[C:13]([O:17][C:18]3[CH:23]=[N:22][CH:21]=[C:20]([C:24](=[NH:25])[NH:32][CH2:28][CH:29]([CH3:31])[CH3:30])[N:19]=3)[CH:14]=[C:15]([CH3:16])[C:7]=2[CH:6]([CH2:5][C:4]([OH:3])=[O:26])[O:10]1. The yield is 0.100. (2) The reactants are C[O:2][C:3]([C@@H:5]1[CH2:9][C@H:8]([NH:10][C:11]([C:13]2[CH:22]=[CH:21][C:20]3[C:15](=[CH:16][CH:17]=[CH:18][CH:19]=3)[C:14]=2[OH:23])=[O:12])[CH2:7][N:6]1[CH2:24][CH:25]1[CH2:30][CH2:29][CH2:28][CH2:27][CH2:26]1)=[O:4].[OH-].[Li+].Cl. The catalyst is CO. The product is [CH:25]1([CH2:24][N:6]2[CH2:7][C@@H:8]([NH:10][C:11]([C:13]3[CH:22]=[CH:21][C:20]4[C:15](=[CH:16][CH:17]=[CH:18][CH:19]=4)[C:14]=3[OH:23])=[O:12])[CH2:9][C@H:5]2[C:3]([OH:4])=[O:2])[CH2:30][CH2:29][CH2:28][CH2:27][CH2:26]1. The yield is 0.740. (3) The yield is 0.649. The reactants are C[CH2:2][N:3]=[C:4]=NCCCN(C)C.Cl.[CH2:13]([O:20][C:21]1[CH:29]=[CH:28][C:24]([C:25](O)=[O:26])=[CH:23][C:22]=1[C:30]([NH:32][C:33]1[CH:38]=[C:37]([C:39]([F:42])([F:41])[F:40])[CH:36]=[C:35]([C:43]([F:46])([F:45])[F:44])[CH:34]=1)=[O:31])[C:14]1[CH:19]=[CH:18][CH:17]=[CH:16][CH:15]=1.Cl.CNC.C(N(CC)CC)C. The catalyst is O1CCCC1.O. The product is [CH2:13]([O:20][C:21]1[CH:29]=[CH:28][C:24]([C:25]([N:3]([CH3:4])[CH3:2])=[O:26])=[CH:23][C:22]=1[C:30]([NH:32][C:33]1[CH:38]=[C:37]([C:39]([F:42])([F:41])[F:40])[CH:36]=[C:35]([C:43]([F:46])([F:45])[F:44])[CH:34]=1)=[O:31])[C:14]1[CH:19]=[CH:18][CH:17]=[CH:16][CH:15]=1. (4) The reactants are Cl[C:2]1[C:11]2[C:6](=[CH:7][CH:8]=[C:9]([NH:12][S:13]([CH3:16])(=[O:15])=[O:14])[CH:10]=2)[CH:5]=[N:4][CH:3]=1.[CH3:17][C:18]([OH:39])([CH3:38])[CH2:19][N:20]1[CH:28]=[C:27]2[C:22]([CH:23]=[CH:24][C:25](B3OC(C)(C)C(C)(C)O3)=[CH:26]2)=[N:21]1.[O-]P([O-])([O-])=O.[K+].[K+].[K+]. The catalyst is O1CCOCC1.O. The product is [OH:39][C:18]([CH3:38])([CH3:17])[CH2:19][N:20]1[CH:28]=[C:27]2[C:22]([CH:23]=[CH:24][C:25]([C:2]3[C:11]4[C:6](=[CH:7][CH:8]=[C:9]([NH:12][S:13]([CH3:16])(=[O:15])=[O:14])[CH:10]=4)[CH:5]=[N:4][CH:3]=3)=[CH:26]2)=[N:21]1. The yield is 0.0500. (5) The reactants are C([N:3]1[C:15]2[C:14]([O:16][CH3:17])=[CH:13][CH:12]=[C:11]([S:18]([NH:21][C:22]3[CH:27]=[CH:26][C:25]([CH3:28])=[CH:24][CH:23]=3)(=[O:20])=[O:19])[C:10]=2[C:9]2[C:4]1=[CH:5][CH:6]=[CH:7][CH:8]=2)=O.[BH4-].[Na+]. The catalyst is C1COCC1. The product is [CH3:17][O:16][C:14]1[C:15]2[NH:3][C:4]3[C:9](=[CH:8][CH:7]=[CH:6][CH:5]=3)[C:10]=2[C:11]([S:18]([NH:21][C:22]2[CH:23]=[CH:24][C:25]([CH3:28])=[CH:26][CH:27]=2)(=[O:19])=[O:20])=[CH:12][CH:13]=1. The yield is 0.990. (6) The catalyst is O. The yield is 0.690. The product is [OH:14][C@@H:2]([CH2:3][C:4]1[CH:9]=[CH:8][CH:7]=[CH:6][CH:5]=1)[C:10]([OH:12])=[O:11]. The reactants are N[C@H:2]([C:10]([OH:12])=[O:11])[CH2:3][C:4]1[CH:9]=[CH:8][CH:7]=[CH:6][CH:5]=1.S(=O)(=O)(O)[OH:14].N([O-])=O.[Na+]. (7) The reactants are [CH2:1]=O.[NH:3]1[CH2:8][CH2:7][O:6][CH2:5][CH2:4]1.[CH:9]1([CH2:12][O:13][C:14]2[CH:22]=[C:21]([CH2:23][C:24]3[C:25]([NH2:31])=[N:26][C:27]([NH2:30])=[N:28][CH:29]=3)[CH:20]=[C:19]3[C:15]=2[CH:16]=[CH:17][N:18]3[CH2:32][CH3:33])[CH2:11][CH2:10]1. The catalyst is C(O)(=O)C.O. The product is [CH:9]1([CH2:12][O:13][C:14]2[CH:22]=[C:21]([CH2:23][C:24]3[C:25]([NH2:31])=[N:26][C:27]([NH2:30])=[N:28][CH:29]=3)[CH:20]=[C:19]3[C:15]=2[C:16]([CH2:1][N:3]2[CH2:8][CH2:7][O:6][CH2:5][CH2:4]2)=[CH:17][N:18]3[CH2:32][CH3:33])[CH2:11][CH2:10]1. The yield is 0.690. (8) The reactants are [OH:1][N:2]([CH3:10])[C:3](=[O:9])[O:4][C:5]([CH3:8])([CH3:7])[CH3:6].Br[CH:12]1[CH2:16][CH2:15][O:14][CH2:13]1.C([O-])([O-])=O.[Cs+].[Cs+]. The catalyst is CN(C=O)C. The product is [CH3:10][N:2]([O:1][CH:12]1[CH2:16][CH2:15][O:14][CH2:13]1)[C:3](=[O:9])[O:4][C:5]([CH3:8])([CH3:7])[CH3:6]. The yield is 0.614. (9) The product is [Cl:1][C:2]([Cl:9])([Cl:8])[CH2:3][O:4][C:5](=[O:6])[NH:36][C:16]1[N:17]([C:19]2[CH:24]=[CH:23][CH:22]=[C:21]([O:25][Si:26]([CH:27]([CH3:29])[CH3:28])([CH:33]([CH3:35])[CH3:34])[CH:30]([CH3:31])[CH3:32])[CH:20]=2)[N:18]=[C:14]([C:10]([CH3:11])([CH3:13])[CH3:12])[CH:15]=1. The yield is 0.990. The reactants are [Cl:1][C:2]([Cl:9])([Cl:8])[CH2:3][O:4][C:5](Cl)=[O:6].[C:10]([C:14]1[CH:15]=[C:16]([NH2:36])[N:17]([C:19]2[CH:24]=[CH:23][CH:22]=[C:21]([O:25][Si:26]([CH:33]([CH3:35])[CH3:34])([CH:30]([CH3:32])[CH3:31])[CH:27]([CH3:29])[CH3:28])[CH:20]=2)[N:18]=1)([CH3:13])([CH3:12])[CH3:11].CCN(C(C)C)C(C)C. The catalyst is C1COCC1. (10) The product is [F:27][C:15]1[CH:14]=[C:13]2[C:18]([CH:19]=[CH:20][C:11]([CH3:10])=[N:12]2)=[C:17]([N:21]2[CH2:26][CH2:25][N:24]([CH2:33][CH2:34][C:35]3[CH:40]=[CH:39][CH:38]=[C:37]([N+:41]([O-:43])=[O:42])[CH:36]=3)[CH2:23][CH2:22]2)[CH:16]=1. The catalyst is CN(C)C=O. The yield is 0.880. The reactants are C(N(CC)C(C)C)(C)C.[CH3:10][C:11]1[CH:20]=[CH:19][C:18]2[C:13](=[CH:14][C:15]([F:27])=[CH:16][C:17]=2[N:21]2[CH2:26][CH2:25][NH:24][CH2:23][CH2:22]2)[N:12]=1.CS(O[CH2:33][CH2:34][C:35]1[CH:40]=[CH:39][CH:38]=[C:37]([N+:41]([O-:43])=[O:42])[CH:36]=1)(=O)=O.